The task is: Predict the product of the given reaction.. This data is from Forward reaction prediction with 1.9M reactions from USPTO patents (1976-2016). (1) Given the reactants [C:1](OC(=O)C)(=[O:3])[CH3:2].[NH2:8][C:9]1[CH:10]=[CH:11][C:12]([CH3:16])=[C:13]([OH:15])[CH:14]=1.Br[C:18]1[CH:19]=[C:20]([O:24][CH2:25][CH3:26])[CH:21]=[CH:22][CH:23]=1.C([O-])([O-])=O.[Cs+].[Cs+], predict the reaction product. The product is: [CH3:16][C:12]1[CH:11]=[CH:10][C:9]([NH:8][C:1](=[O:3])[CH3:2])=[CH:14][C:13]=1[O:15][CH2:26][CH2:25][O:24][C:20]1[CH:21]=[CH:22][CH:23]=[CH:18][CH:19]=1. (2) Given the reactants [C:1]1([OH:7])[CH:6]=[CH:5][CH:4]=[CH:3][CH:2]=1.CN(C)C=O.[H-].[Na+].CS(O[CH2:20][C:21]1[CH:26]=[CH:25][C:24]([CH2:27][NH:28][C:29](=[O:44])[CH2:30][CH2:31][C:32]2[CH:37]=[CH:36][C:35]([O:38][CH2:39][C:40]#[CH:41])=[C:34]([O:42][CH3:43])[CH:33]=2)=[CH:23][CH:22]=1)(=O)=O, predict the reaction product. The product is: [O:7]([CH2:20][C:21]1[CH:22]=[CH:23][C:24]([CH2:27][NH:28][C:29](=[O:44])[CH2:30][CH2:31][C:32]2[CH:37]=[CH:36][C:35]([O:38][CH2:39][C:40]#[CH:41])=[C:34]([O:42][CH3:43])[CH:33]=2)=[CH:25][CH:26]=1)[C:1]1[CH:6]=[CH:5][CH:4]=[CH:3][CH:2]=1. (3) Given the reactants [Cl:1][C:2]1[CH:10]=[C:9]2[C:5]([C:6](=O)[C:7](=[O:11])[NH:8]2)=[CH:4][CH:3]=1.[C:13]([CH2:15][C:16]([O:18][CH3:19])=[O:17])#[N:14], predict the reaction product. The product is: [Cl:1][C:2]1[CH:10]=[C:9]2[C:5](/[C:6](=[C:15](\[C:13]#[N:14])/[C:16]([O:18][CH3:19])=[O:17])/[C:7](=[O:11])[NH:8]2)=[CH:4][CH:3]=1.